From a dataset of Forward reaction prediction with 1.9M reactions from USPTO patents (1976-2016). Predict the product of the given reaction. (1) Given the reactants FC(F)(F)C(O)=O.[O:8]1[C:12]2[CH:13]=[CH:14][CH:15]=[CH:16][C:11]=2[C:10]([NH:17][C:18]([N:20]2[CH2:25][CH2:24][NH:23][CH2:22][CH2:21]2)=[O:19])=[N:9]1.C(N(CC)CC)C.Cl[C:34]([O:36][CH2:37][CH:38]([CH3:40])[CH3:39])=[O:35].O, predict the reaction product. The product is: [O:8]1[C:12]2[CH:13]=[CH:14][CH:15]=[CH:16][C:11]=2[C:10]([NH:17][C:18]([N:20]2[CH2:25][CH2:24][N:23]([C:34]([O:36][CH2:37][CH:38]([CH3:40])[CH3:39])=[O:35])[CH2:22][CH2:21]2)=[O:19])=[N:9]1. (2) The product is: [CH:1]([S:4]([C:7]1[CH:8]=[C:9]2[C:13](=[C:14]([O:16][CH2:17][CH2:18][C:19]3[CH:24]=[CH:23][CH:22]=[CH:21][N:20]=3)[CH:15]=1)[NH:12][N:11]=[C:10]2[NH:25][C:26]1[S:27][C:28]([CH2:31][N:33]2[CH2:38][CH2:37][O:36][CH2:35][CH2:34]2)=[CH:29][N:30]=1)(=[O:6])=[O:5])([CH3:3])[CH3:2]. Given the reactants [CH:1]([S:4]([C:7]1[CH:8]=[C:9]2[C:13](=[C:14]([O:16][CH2:17][CH2:18][C:19]3[CH:24]=[CH:23][CH:22]=[CH:21][N:20]=3)[CH:15]=1)[NH:12][N:11]=[C:10]2[NH:25][C:26]1[S:27][C:28]([CH:31]=O)=[CH:29][N:30]=1)(=[O:6])=[O:5])([CH3:3])[CH3:2].[NH:33]1[CH2:38][CH2:37][O:36][CH2:35][CH2:34]1.[Na].C(=O)([O-])O.[Na+], predict the reaction product.